From a dataset of Catalyst prediction with 721,799 reactions and 888 catalyst types from USPTO. Predict which catalyst facilitates the given reaction. Reactant: [CH3:1][CH2:2][CH2:3][CH2:4][CH2:5][CH2:6][CH2:7][CH2:8][CH:9]=[CH2:10].[C:11]1(=[O:17])[O:16][C:14](=[O:15])[CH:13]=[CH:12]1.N(C(C)(C)C#N)=NC(C)(C)C#N. Product: [C:14]1(=[O:15])[O:16][C:11](=[O:17])[CH:12]=[CH:13]1.[CH3:10][CH2:9][CH2:8][CH2:7][CH2:6][CH2:5][CH2:4][CH2:3][CH:2]=[CH2:1]. The catalyst class is: 11.